Predict which catalyst facilitates the given reaction. From a dataset of Catalyst prediction with 721,799 reactions and 888 catalyst types from USPTO. (1) Reactant: [C:1]([N:4]([C:33]1[CH:38]=[CH:37][C:36]([Cl:39])=[CH:35][CH:34]=1)[C@H:5]1[C:14]2[C:9](=[CH:10][CH:11]=[CH:12][CH:13]=2)[N:8]([C:15]([C:17]2[CH:22]=[CH:21][C:20]([CH2:23][CH2:24][CH2:25][CH2:26][C:27](OCC)=[O:28])=[CH:19][CH:18]=2)=[O:16])[C@@H:7]([CH3:32])[CH2:6]1)(=[O:3])[CH3:2].C(=O)([O-])[O-].[K+].[K+].C[N:47](C(ON1N=NC2C=CC=NC1=2)=[N+](C)C)C.F[P-](F)(F)(F)(F)F.CCN(C(C)C)C(C)C.C1C=CC2N(O)N=NC=2C=1.[Cl-].[NH4+]. Product: [C:1]([N:4]([C:33]1[CH:34]=[CH:35][C:36]([Cl:39])=[CH:37][CH:38]=1)[C@H:5]1[C:14]2[C:9](=[CH:10][CH:11]=[CH:12][CH:13]=2)[N:8]([C:15]([C:17]2[CH:22]=[CH:21][C:20]([CH2:23][CH2:24][CH2:25][CH2:26][C:27]([NH2:47])=[O:28])=[CH:19][CH:18]=2)=[O:16])[C@@H:7]([CH3:32])[CH2:6]1)(=[O:3])[CH3:2]. The catalyst class is: 475. (2) Reactant: [C:1](=[O:3])=[O:2].[CH:4]1([N:7]2[C:16]3[C:11](=[CH:12][C:13]([F:28])=[C:14]([N:19]4[CH2:27][C@H:26]5[C@H:21]([NH:22][CH2:23][CH2:24][CH2:25]5)[CH2:20]4)[C:15]=3[O:17][CH3:18])[C:10](=[O:29])[C:9]([C:30]([O:32][CH2:33][C:34]3[CH:39]=[CH:38][CH:37]=[CH:36][CH:35]=3)=[O:31])=[CH:8]2)[CH2:6][CH2:5]1.C(=O)([O-])[O-].[Cs+].[Cs+].Br[CH2:47][C:48]([NH:50][C:51]1[CH:56]=[CH:55][C:54]([CH2:57][CH:58]([P:67](=[O:74])([O:71][CH2:72][CH3:73])[O:68][CH2:69][CH3:70])[P:59]([O:64][CH2:65][CH3:66])([O:61][CH2:62][CH3:63])=[O:60])=[CH:53][CH:52]=1)=[O:49]. Product: [CH2:69]([O:68][P:67]([CH:58]([P:59]([O:64][CH2:65][CH3:66])([O:61][CH2:62][CH3:63])=[O:60])[CH2:57][C:54]1[CH:55]=[CH:56][C:51]([NH:50][C:48]([CH2:47][O:2][C:1]([N:22]2[CH2:23][CH2:24][CH2:25][C@H:26]3[CH2:27][N:19]([C:14]4[C:15]([O:17][CH3:18])=[C:16]5[C:11]([C:10](=[O:29])[C:9]([C:30]([O:32][CH2:33][C:34]6[CH:35]=[CH:36][CH:37]=[CH:38][CH:39]=6)=[O:31])=[CH:8][N:7]5[CH:4]5[CH2:6][CH2:5]5)=[CH:12][C:13]=4[F:28])[CH2:20][C@@H:21]23)=[O:3])=[O:49])=[CH:52][CH:53]=1)([O:71][CH2:72][CH3:73])=[O:74])[CH3:70]. The catalyst class is: 3. (3) Reactant: [C:1]([OH:4])(=[O:3])[CH3:2].[CH3:5][CH:6]([CH2:9][CH3:10])[CH:7]=[O:8]. Product: [OH:8][CH:7]([CH:6]([CH3:5])[CH2:9][CH3:10])[CH2:2][C:1]([OH:4])=[O:3]. The catalyst class is: 7. (4) Reactant: [C:1]([C:5]1[CH:10]=[CH:9][C:8]([S:11]([N:14]2[C:20]3[CH:21]=[C:22]([C:25](=[N:27][OH:28])[NH2:26])[CH:23]=[CH:24][C:19]=3[NH:18][C:17]3[N:29]=[C:30]([C:33]([F:36])([F:35])[F:34])[CH:31]=[CH:32][C:16]=3[CH2:15]2)(=[O:13])=[O:12])=[CH:7][CH:6]=1)([CH3:4])([CH3:3])[CH3:2].[CH2:37]([O:44]CC(O)=O)[C:38]1C=CC=CC=1.CCN(C(C)C)C(C)C.C1C=CC2N(O)N=NC=2C=1.CC(C)N=C=NC(C)C. Product: [C:1]([C:5]1[CH:6]=[CH:7][C:8]([S:11]([N:14]2[C:20]3[CH:21]=[C:22]([C:25]4[N:26]=[C:38]([CH2:37][OH:44])[O:28][N:27]=4)[CH:23]=[CH:24][C:19]=3[NH:18][C:17]3[N:29]=[C:30]([C:33]([F:35])([F:36])[F:34])[CH:31]=[CH:32][C:16]=3[CH2:15]2)(=[O:13])=[O:12])=[CH:9][CH:10]=1)([CH3:4])([CH3:2])[CH3:3]. The catalyst class is: 91. (5) Reactant: C([O:8][C:9]1[C:14]([Cl:15])=[CH:13][C:12]([C:16]([N:18]2[CH2:23][CH2:22][O:21][C:20]3[CH:24]=[CH:25][CH:26]=[N:27][C:19]2=3)=[O:17])=[CH:11][C:10]=1[Cl:28])C1C=CC=CC=1. Product: [Cl:28][C:10]1[CH:11]=[C:12]([C:16]([N:18]2[CH2:23][CH2:22][O:21][C:20]3[CH:24]=[CH:25][CH:26]=[N:27][C:19]2=3)=[O:17])[CH:13]=[C:14]([Cl:15])[C:9]=1[OH:8]. The catalyst class is: 457. (6) Reactant: [OH:1][NH:2][C:3]([C:5]1[CH:6]=[C:7]2[C:11](=[CH:12][CH:13]=1)[NH:10][CH:9]=[CH:8]2)=[NH:4].[Cl:14][C:15]1[CH:16]=[C:17]([CH:21]=[CH:22][C:23]=1[O:24][CH:25]([CH3:27])[CH3:26])[C:18](O)=O.C1CN([P+](ON2N=NC3C=CC=CC2=3)(N2CCCC2)N2CCCC2)CC1.F[P-](F)(F)(F)(F)F. Product: [Cl:14][C:15]1[CH:16]=[C:17]([C:18]2[O:1][N:2]=[C:3]([C:5]3[CH:6]=[C:7]4[C:11](=[CH:12][CH:13]=3)[NH:10][CH:9]=[CH:8]4)[N:4]=2)[CH:21]=[CH:22][C:23]=1[O:24][CH:25]([CH3:26])[CH3:27]. The catalyst class is: 3. (7) Reactant: [F:1][C:2]1[CH:8]=[CH:7][C:5]([NH2:6])=[C:4]([O:9][CH3:10])[CH:3]=1.C1C(=O)N([Br:18])C(=O)C1. Product: [Br:18][C:7]1[CH:8]=[C:2]([F:1])[CH:3]=[C:4]([O:9][CH3:10])[C:5]=1[NH2:6]. The catalyst class is: 18. (8) Reactant: [CH:1]1([CH2:7][C:8]2[CH:13]=[CH:12][CH:11]=[CH:10][CH:9]=2)[CH2:6][CH2:5][CH:4]=[CH:3][CH2:2]1.C(OO)(=[O:16])C.O. Product: [C:8]1([CH2:7][CH:1]2[CH2:6][CH2:5][CH:4]3[CH:3]([O:16]3)[CH2:2]2)[CH:9]=[CH:10][CH:11]=[CH:12][CH:13]=1. The catalyst class is: 2.